This data is from Full USPTO retrosynthesis dataset with 1.9M reactions from patents (1976-2016). The task is: Predict the reactants needed to synthesize the given product. Given the product [NH2:30][C@H:26]([C:27]([OH:29])=[O:28])[CH2:25][C:24]1[CH:19]=[CH:20][C:21]([OH:35])=[CH:22][CH:23]=1, predict the reactants needed to synthesize it. The reactants are: CCCCCCCCCCCCOS([O-])(=O)=O.[Na+].[CH:19]1[C:24]([CH2:25][CH:26]([NH:30]P(O)(O)=O)[C:27]([OH:29])=[O:28])=[CH:23][CH:22]=[C:21]([OH:35])[CH:20]=1.